This data is from Reaction yield outcomes from USPTO patents with 853,638 reactions. The task is: Predict the reaction yield, written as a fraction of the theoretical maximum amount of product (1.0 means a 100% yield; for example, 0.34 means a 34% yield). (1) The reactants are CC(P(C(C)(C)C)C1C(C2C=CC=CC=2)=CC=CC=1)(C)C.[Cl:22][C:23]1[CH:28]=[CH:27][C:26]([C:29]#[C:30][P:31](=[O:47])([O:35][C:36]([CH2:38][CH2:39][CH2:40][C:41]2[CH:46]=[CH:45][CH:44]=[CH:43][CH:42]=2)=[CH2:37])[O:32][CH2:33][CH3:34])=[CH:25][CH:24]=1. The catalyst is [Au].ClC(Cl)C. The product is [CH2:33]([O:32][P:31]1(=[O:47])[CH:30]=[C:29]([C:26]2[CH:25]=[CH:24][C:23]([Cl:22])=[CH:28][CH:27]=2)[CH:37]=[C:36]([CH2:38][CH2:39][CH2:40][C:41]2[CH:42]=[CH:43][CH:44]=[CH:45][CH:46]=2)[O:35]1)[CH3:34]. The yield is 0.720. (2) The reactants are Br[C:2]1[CH:3]=[C:4]([NH:10][C:11]2[CH:23]=[C:14]3[CH2:15][N:16]([CH:19]4[CH2:22][O:21][CH2:20]4)[CH2:17][CH2:18][N:13]3[N:12]=2)[C:5](=[O:9])[N:6]([CH3:8])[CH:7]=1.CC1(C)C(C)(C)[O:28][B:27](B2OC(C)(C)C(C)(C)O2)[O:26]1.C([O-])(=O)C.[K+]. The catalyst is C1C=CC(P(C2C=CC=CC=2)[C-]2C=CC=C2)=CC=1.C1C=CC(P(C2C=CC=CC=2)[C-]2C=CC=C2)=CC=1.Cl[Pd]Cl.[Fe+2].O1CCOCC1. The product is [CH3:8][N:6]1[C:5](=[O:9])[C:4]([NH:10][C:11]2[CH:23]=[C:14]3[CH2:15][N:16]([CH:19]4[CH2:22][O:21][CH2:20]4)[CH2:17][CH2:18][N:13]3[N:12]=2)=[CH:3][C:2]([B:27]([OH:28])[OH:26])=[CH:7]1. The yield is 0.330.